Task: Binary Classification. Given a T-cell receptor sequence (or CDR3 region) and an epitope sequence, predict whether binding occurs between them.. Dataset: TCR-epitope binding with 47,182 pairs between 192 epitopes and 23,139 TCRs (1) The TCR CDR3 sequence is CASSYLGFSNTGELFF. Result: 1 (the TCR binds to the epitope). The epitope is KLSYGIATV. (2) The epitope is LLLGIGILV. The TCR CDR3 sequence is CASSQSGQGNEKLFF. Result: 1 (the TCR binds to the epitope). (3) The epitope is QECVRGTTVL. The TCR CDR3 sequence is CASSYTTSGELFF. Result: 1 (the TCR binds to the epitope). (4) The epitope is LLLGIGILV. The TCR CDR3 sequence is CASSSGTAQAYNEQFF. Result: 1 (the TCR binds to the epitope). (5) The epitope is SSNVANYQK. The TCR CDR3 sequence is CASSLAGFGHEQYF. Result: 0 (the TCR does not bind to the epitope). (6) Result: 0 (the TCR does not bind to the epitope). The epitope is YFPLQSYGF. The TCR CDR3 sequence is CASSSPPPGLSSTDTQYF. (7) The epitope is LLLGIGILV. The TCR CDR3 sequence is CASGAAMNTEAFF. Result: 0 (the TCR does not bind to the epitope). (8) The epitope is KLWAQCVQL. The TCR CDR3 sequence is CASTPSVGLAGGKSSYEQYF. Result: 1 (the TCR binds to the epitope). (9) The epitope is IYSKHTPINL. The TCR CDR3 sequence is CASSQEAGVFDYGYTF. Result: 1 (the TCR binds to the epitope).